From a dataset of Reaction yield outcomes from USPTO patents with 853,638 reactions. Predict the reaction yield, written as a fraction of the theoretical maximum amount of product (1.0 means a 100% yield; for example, 0.34 means a 34% yield). (1) The reactants are C[O:2][C:3](=[O:21])[CH:4]([C:11]1[CH:16]=[CH:15][C:14]([S:17]([CH3:20])(=[O:19])=[O:18])=[CH:13][CH:12]=1)[CH2:5][CH:6]1[CH2:10][CH2:9][CH2:8][CH2:7]1.[OH-].[Na+]. The catalyst is CO. The product is [CH:6]1([CH2:5][CH:4]([C:11]2[CH:16]=[CH:15][C:14]([S:17]([CH3:20])(=[O:19])=[O:18])=[CH:13][CH:12]=2)[C:3]([OH:21])=[O:2])[CH2:10][CH2:9][CH2:8][CH2:7]1. The yield is 0.900. (2) The reactants are [S:1]1[C:5]2[CH:6]=[C:7]([N:10]3[CH2:14][CH2:13][NH:12][C:11]3=[O:15])[CH:8]=[CH:9][C:4]=2[N:3]=[CH:2]1.Br[C:17]1[CH:18]=[N:19][CH:20]=[CH:21][C:22]=1[CH:23]([O:26][CH3:27])[O:24][CH3:25].N[C@@H]1CCCC[C@H]1N.P([O-])([O-])([O-])=O.[K+].[K+].[K+]. The catalyst is [Cu](I)I.O1CCOCC1. The product is [S:1]1[C:5]2[CH:6]=[C:7]([N:10]3[CH2:14][CH2:13][N:12]([C:21]4[CH:20]=[N:19][CH:18]=[CH:17][C:22]=4[CH:23]([O:26][CH3:27])[O:24][CH3:25])[C:11]3=[O:15])[CH:8]=[CH:9][C:4]=2[N:3]=[CH:2]1. The yield is 0.512. (3) The reactants are [F:1][C:2]1[CH:23]=[CH:22][C:5]([CH2:6][N:7]2[C:11]3=[CH:12][N:13]=[C:14]([C:16](O)=[O:17])[CH:15]=[C:10]3[C:9]([CH2:19][O:20][CH3:21])=[CH:8]2)=[CH:4][CH:3]=1.CN1CCOCC1.Cl.[CH3:32][NH:33][OH:34]. The catalyst is CN(C=O)C.CCOC(C)=O. The product is [F:1][C:2]1[CH:23]=[CH:22][C:5]([CH2:6][N:7]2[C:11]3=[CH:12][N:13]=[C:14]([C:16]([N:33]([OH:34])[CH3:32])=[O:17])[CH:15]=[C:10]3[C:9]([CH2:19][O:20][CH3:21])=[CH:8]2)=[CH:4][CH:3]=1. The yield is 0.600. (4) The reactants are [F:1][C:2]1[CH:32]=[CH:31][C:5]([CH2:6][NH:7][C:8]([C:10]2[N:11]=[C:12]3[N:17]([C:18](=[O:28])[C:19]=2[O:20][CH2:21][C:22]2[CH:27]=[CH:26][CH:25]=[CH:24][CH:23]=2)[CH2:16][CH2:15][O:14][C:13]3([CH3:30])[CH3:29])=[O:9])=[C:4]([C:33]2[NH:37][N:36]=[CH:35][CH:34]=2)[CH:3]=1.IC.[C:40](=O)([O-])[O-].[K+].[K+]. The catalyst is CN(C)C=O.C(OCC)(=O)C. The product is [F:1][C:2]1[CH:32]=[CH:31][C:5]([CH2:6][NH:7][C:8]([C:10]2[N:11]=[C:12]3[N:17]([C:18](=[O:28])[C:19]=2[O:20][CH2:21][C:22]2[CH:23]=[CH:24][CH:25]=[CH:26][CH:27]=2)[CH2:16][CH2:15][O:14][C:13]3([CH3:30])[CH3:29])=[O:9])=[C:4]([C:33]2[CH:34]=[CH:35][N:36]([CH3:40])[N:37]=2)[CH:3]=1. The yield is 0.640.